From a dataset of Forward reaction prediction with 1.9M reactions from USPTO patents (1976-2016). Predict the product of the given reaction. (1) Given the reactants [NH2:1][C:2]1[CH:7]=[CH:6][C:5]([S:8]([NH:11][C:12]([CH3:15])([CH3:14])[CH3:13])(=[O:10])=[O:9])=[CH:4][CH:3]=1.[F:16][C:17]1[CH:18]=[C:19]([CH:22]=[CH:23][C:24]=1[O:25][CH3:26])[CH:20]=O, predict the reaction product. The product is: [C:12]([NH:11][S:8]([C:5]1[CH:6]=[CH:7][C:2]([N:1]=[CH:20][C:19]2[CH:22]=[CH:23][C:24]([O:25][CH3:26])=[C:17]([F:16])[CH:18]=2)=[CH:3][CH:4]=1)(=[O:10])=[O:9])([CH3:15])([CH3:14])[CH3:13]. (2) Given the reactants [NH2:1][C:2]1[N:10]=[C:9]2[C:5]([NH:6][CH:7]=[N:8]2)=[C:4](Br)[N:3]=1.[F:12][C:13]([F:28])([F:27])[C:14]1[CH:26]=[CH:25][CH:24]=[CH:23][C:15]=1[O:16][CH:17]1[CH2:22][CH2:21][NH:20][CH2:19][CH2:18]1.CCN(CC)CC, predict the reaction product. The product is: [F:28][C:13]([F:12])([F:27])[C:14]1[CH:26]=[CH:25][CH:24]=[CH:23][C:15]=1[O:16][CH:17]1[CH2:22][CH2:21][N:20]([C:4]2[N:3]=[C:2]([NH2:1])[N:10]=[C:9]3[C:5]=2[N:6]=[CH:7][NH:8]3)[CH2:19][CH2:18]1. (3) Given the reactants [CH:1]([C:3]1[CH:8]=[CH:7][C:6]([B:9]([OH:11])[OH:10])=[CH:5][CH:4]=1)=[O:2].[CH3:12][C:13]([CH3:18])([CH2:16]O)[CH2:14]O.O, predict the reaction product. The product is: [CH3:12][C:13]1([CH3:18])[CH2:16][O:11][B:9]([C:6]2[CH:5]=[CH:4][C:3]([CH:1]=[O:2])=[CH:8][CH:7]=2)[O:10][CH2:14]1. (4) Given the reactants Br[C:2]1[CH:3]=[CH:4][C:5]2[O:9][CH:8]=[CH:7][C:6]=2[CH:10]=1.[CH3:11][CH:12]1[CH2:17][NH:16][CH2:15][CH2:14][NH:13]1.CC(C)([O-])C.[Na+], predict the reaction product. The product is: [O:9]1[C:5]2[CH:4]=[CH:3][C:2]([N:16]3[CH2:15][CH2:14][NH:13][CH:12]([CH3:11])[CH2:17]3)=[CH:10][C:6]=2[CH:7]=[CH:8]1. (5) Given the reactants [OH:1][CH2:2][CH2:3][CH2:4][C:5]1[CH:10]=[CH:9][C:8]([CH:11]2[CH2:16][CH2:15][N:14]([C:17]([O:19][C:20]([CH3:23])([CH3:22])[CH3:21])=[O:18])[CH2:13][CH:12]2[O:24][CH2:25][C:26]2[CH:35]=[CH:34][C:33]3[C:28](=[CH:29][CH:30]=[CH:31][CH:32]=3)[CH:27]=2)=[CH:7][CH:6]=1.Cl[CH2:37][C:38]1[CH:43]=[CH:42][CH:41]=[CH:40][N:39]=1, predict the reaction product. The product is: [CH:27]1[C:28]2[C:33](=[CH:32][CH:31]=[CH:30][CH:29]=2)[CH:34]=[CH:35][C:26]=1[CH2:25][O:24][CH:12]1[CH:11]([C:8]2[CH:7]=[CH:6][C:5]([CH2:4][CH2:3][CH2:2][O:1][CH2:37][C:38]3[CH:43]=[CH:42][CH:41]=[CH:40][N:39]=3)=[CH:10][CH:9]=2)[CH2:16][CH2:15][N:14]([C:17]([O:19][C:20]([CH3:21])([CH3:22])[CH3:23])=[O:18])[CH2:13]1. (6) Given the reactants [Cl:1][C:2]1[CH:7]=[CH:6][C:5]([C:8]2[C:14]3[CH:15]=[C:16]([O:19][CH3:20])[CH:17]=[CH:18][C:13]=3[N:12]3[C:21]([CH3:24])=[N:22][N:23]=[C:11]3[C@H:10]([CH2:25][C:26]([OH:28])=O)[N:9]=2)=[CH:4][CH:3]=1.CN(C(ON1N=NC2C=CC=NC1=2)=[N+](C)C)C.F[P-](F)(F)(F)(F)F.CCN(C(C)C)C(C)C.[NH2:62][CH2:63][CH2:64][C:65]1[CH:66]=[C:67]([B:71]([OH:73])[OH:72])[CH:68]=[CH:69][CH:70]=1, predict the reaction product. The product is: [Cl:1][C:2]1[CH:7]=[CH:6][C:5]([C:8]2[C:14]3[CH:15]=[C:16]([O:19][CH3:20])[CH:17]=[CH:18][C:13]=3[N:12]3[C:21]([CH3:24])=[N:22][N:23]=[C:11]3[C@H:10]([CH2:25][C:26]([NH:62][CH2:63][CH2:64][C:65]3[CH:66]=[C:67]([B:71]([OH:73])[OH:72])[CH:68]=[CH:69][CH:70]=3)=[O:28])[N:9]=2)=[CH:4][CH:3]=1. (7) Given the reactants [OH:1][CH2:2][CH:3]1[O:7][C:6](=[O:8])[N:5]([CH:9]([CH3:11])C)[CH2:4]1.[CH3:12][O:13][C:14]1[CH:19]=[CH:18][C:17](CCN)=[CH:16][CH:15]=1.C(N)(C)C, predict the reaction product. The product is: [OH:1][CH2:2][CH:3]1[O:7][C:6](=[O:8])[N:5]([CH2:9][CH2:11][C:17]2[CH:18]=[CH:19][C:14]([O:13][CH3:12])=[CH:15][CH:16]=2)[CH2:4]1.